Dataset: Full USPTO retrosynthesis dataset with 1.9M reactions from patents (1976-2016). Task: Predict the reactants needed to synthesize the given product. (1) The reactants are: [CH3:1][O:2][CH:3]([O:19][CH3:20])[CH2:4][NH:5][C:6]1[C:15]([N+:16]([O-])=O)=[CH:14][CH:13]=[CH:12][C:7]=1[C:8]([O:10][CH3:11])=[O:9]. Given the product [NH2:16][C:15]1[C:6]([NH:5][CH2:4][CH:3]([O:19][CH3:20])[O:2][CH3:1])=[C:7]([CH:12]=[CH:13][CH:14]=1)[C:8]([O:10][CH3:11])=[O:9], predict the reactants needed to synthesize it. (2) Given the product [CH2:20]([N:21]1[C:2]([CH3:1])=[CH:7][C:6](=[C:8]([C:20]#[N:21])[C:9]([O:11][CH2:12][CH:13]([CH2:18][CH3:19])[CH2:14][CH2:15][CH2:16][CH3:17])=[O:10])[CH:5]=[C:4]1[CH3:22])[CH2:8][CH2:6][CH3:5], predict the reactants needed to synthesize it. The reactants are: [CH3:1][C:2]1O[C:4]([CH3:22])=[CH:5][C:6](=[C:8]([C:20]#[N:21])[C:9]([O:11][CH2:12][CH:13]([CH2:18][CH3:19])[CH2:14][CH2:15][CH2:16][CH3:17])=[O:10])[CH:7]=1. (3) Given the product [CH2:1]([O:8][C:9]1[CH:13]=[C:12]([CH2:14][CH2:15][C:16]([NH:36][S:33]([CH2:28][CH2:29][CH2:30][CH2:31][CH3:32])(=[O:35])=[O:34])=[O:17])[N:11]([CH2:19][C:20]2[CH:25]=[CH:24][C:23]([Cl:26])=[CH:22][C:21]=2[Cl:27])[N:10]=1)[C:2]1[CH:3]=[CH:4][CH:5]=[CH:6][CH:7]=1, predict the reactants needed to synthesize it. The reactants are: [CH2:1]([O:8][C:9]1[CH:13]=[C:12]([CH2:14][CH2:15][C:16](O)=[O:17])[N:11]([CH2:19][C:20]2[CH:25]=[CH:24][C:23]([Cl:26])=[CH:22][C:21]=2[Cl:27])[N:10]=1)[C:2]1[CH:7]=[CH:6][CH:5]=[CH:4][CH:3]=1.[CH2:28]([S:33]([NH2:36])(=[O:35])=[O:34])[CH2:29][CH2:30][CH2:31][CH3:32].N12CCCN=C1CCCCC2. (4) Given the product [BrH:30].[Cl:1][C:2]1[CH:7]=[C:6]([O:8][CH3:9])[CH:5]=[CH:4][C:3]=1[C:10]1[N:11]=[C:12]([N:16]([C:17]2[CH:22]=[C:21]([Cl:23])[CH:20]=[CH:19][C:18]=2[CH3:24])[CH2:29][C:28]#[CH:27])[S:13][C:14]=1[CH3:15], predict the reactants needed to synthesize it. The reactants are: [Cl:1][C:2]1[CH:7]=[C:6]([O:8][CH3:9])[CH:5]=[CH:4][C:3]=1[C:10]1[N:11]=[C:12]([NH:16][C:17]2[CH:22]=[C:21]([Cl:23])[CH:20]=[CH:19][C:18]=2[CH3:24])[S:13][C:14]=1[CH3:15].[H-].[Na+].[CH2:27]([Br:30])[C:28]#[CH:29]. (5) Given the product [CH2:3]([NH:5][C:11]([C:13]1[C:18](=[O:19])[N:17]([C:20]2[CH:25]=[CH:24][CH:23]=[C:22]([C:26]([F:29])([F:27])[F:28])[CH:21]=2)[C:16]([CH3:30])=[C:15]([C:31]2[N:32]([C:36]3[CH:37]=[CH:38][C:39]([C:42]#[N:43])=[CH:40][CH:41]=3)[N:33]=[CH:34][CH:35]=2)[N:14]=1)=[O:10])[CH3:4], predict the reactants needed to synthesize it. The reactants are: CO.[C:3](#[N:5])[CH3:4].C(N)C.C[O:10][C:11]([C:13]1[C:18](=[O:19])[N:17]([C:20]2[CH:25]=[CH:24][CH:23]=[C:22]([C:26]([F:29])([F:28])[F:27])[CH:21]=2)[C:16]([CH3:30])=[C:15]([C:31]2[N:32]([C:36]3[CH:41]=[CH:40][C:39]([C:42]#[N:43])=[CH:38][CH:37]=3)[N:33]=[CH:34][CH:35]=2)[N:14]=1)=O. (6) Given the product [Br:16][CH2:17][CH2:18][CH2:19][N:7]1[C:8]2[C:4](=[CH:3][C:2]([Cl:1])=[CH:10][CH:9]=2)[CH:5]=[C:6]1[C:11]([O:13][CH2:14][CH3:15])=[O:12], predict the reactants needed to synthesize it. The reactants are: [Cl:1][C:2]1[CH:3]=[C:4]2[C:8](=[CH:9][CH:10]=1)[NH:7][C:6]([C:11]([O:13][CH2:14][CH3:15])=[O:12])=[CH:5]2.[Br:16][CH2:17][CH2:18][CH2:19]Br.C(=O)([O-])[O-].[K+].[K+].